From a dataset of Full USPTO retrosynthesis dataset with 1.9M reactions from patents (1976-2016). Predict the reactants needed to synthesize the given product. (1) Given the product [Cl:25][C:26]1[C:31]([C:32]([F:33])([F:34])[F:35])=[CH:30][CH:29]=[CH:28][C:27]=1[CH:36]([N:13]1[C:14](=[O:22])[C:15]([C:17]([O:19][CH2:20][CH3:21])=[O:18])=[CH:16][N:11]([C:9]2[CH:8]=[CH:7][C:6]3[N:2]([CH3:1])[C:3](=[O:24])[O:4][C:5]=3[CH:10]=2)[C:12]1=[O:23])[CH3:37], predict the reactants needed to synthesize it. The reactants are: [CH3:1][N:2]1[C:6]2[CH:7]=[CH:8][C:9]([N:11]3[CH:16]=[C:15]([C:17]([O:19][CH2:20][CH3:21])=[O:18])[C:14](=[O:22])[NH:13][C:12]3=[O:23])=[CH:10][C:5]=2[O:4][C:3]1=[O:24].[Cl:25][C:26]1[C:31]([C:32]([F:35])([F:34])[F:33])=[CH:30][CH:29]=[CH:28][C:27]=1[CH:36](O)[CH3:37]. (2) Given the product [CH3:24][NH:25][C:3]([C:5]1[N:6]=[CH:7][C:8]2[C:9](=[O:23])[N:10]([CH2:16][C:17]3[CH:18]=[CH:19][CH:20]=[CH:21][CH:22]=3)[CH:11]=[CH:12][C:13]=2[C:14]=1[OH:15])=[O:4], predict the reactants needed to synthesize it. The reactants are: CO[C:3]([C:5]1[N:6]=[CH:7][C:8]2[C:9](=[O:23])[N:10]([CH2:16][C:17]3[CH:22]=[CH:21][CH:20]=[CH:19][CH:18]=3)[CH:11]=[CH:12][C:13]=2[C:14]=1[OH:15])=[O:4].[CH3:24][NH2:25].C(O)(=O)C.O. (3) Given the product [NH2:26][C@H:16]([C:10]1[CH:11]=[CH:12][C:13]([Cl:15])=[CH:14][C:9]=1[Br:8])[C@@H:17]([C:19]1[CH:24]=[CH:23][CH:22]=[C:21]([Cl:25])[CH:20]=1)[OH:18], predict the reactants needed to synthesize it. The reactants are: Cl.O1CCOCC1.[Br:8][C:9]1[CH:14]=[C:13]([Cl:15])[CH:12]=[CH:11][C:10]=1[C@@H:16]([NH:26]C(=O)OC(C)(C)C)[C@@H:17]([C:19]1[CH:24]=[CH:23][CH:22]=[C:21]([Cl:25])[CH:20]=1)[OH:18].